Dataset: Catalyst prediction with 721,799 reactions and 888 catalyst types from USPTO. Task: Predict which catalyst facilitates the given reaction. (1) Reactant: C(OC([N:8](CC1C=CC(OC)=CC=1)[C:9]1[CH:14]=[C:13]([CH2:15][C@H:16]2[C:19](=[O:20])[N:18]([C:21](=[O:36])[NH:22][C@@H:23]([C:25]3[CH:35]=[CH:34][C:28]4[O:29][C:30]([F:33])([F:32])[O:31][C:27]=4[CH:26]=3)[CH3:24])[C@@H:17]2[C:37]([O:39]CC2C=CC(OC)=CC=2)=[O:38])[CH:12]=[CH:11][N:10]=1)=O)(C)(C)C.C([SiH](CC)CC)C.[F:65][C:66]([F:71])([F:70])[C:67]([OH:69])=[O:68]. Product: [F:65][C:66]([F:71])([F:70])[C:67]([OH:69])=[O:68].[NH2:8][C:9]1[CH:14]=[C:13]([CH2:15][C@H:16]2[C:19](=[O:20])[N:18]([C:21](=[O:36])[NH:22][C@@H:23]([C:25]3[CH:35]=[CH:34][C:28]4[O:29][C:30]([F:33])([F:32])[O:31][C:27]=4[CH:26]=3)[CH3:24])[C@@H:17]2[C:37]([OH:39])=[O:38])[CH:12]=[CH:11][N:10]=1. The catalyst class is: 2. (2) Reactant: Br[C:2]1[S:3][CH:4]=[C:5]([C:7]2[CH:12]=[CH:11][C:10]([NH:13][S:14]([C:17]([F:20])([F:19])[F:18])(=[O:16])=[O:15])=[CH:9][C:8]=2[Cl:21])[N:6]=1.Br[CH2:23][C:24]1[CH:25]=[C:26](B(O)O)[CH:27]=[CH:28][CH:29]=1.C(=O)([O-])[O-:34].[Na+].[Na+].CN(C)C=O. Product: [Cl:21][C:8]1[CH:9]=[C:10]([NH:13][S:14]([C:17]([F:20])([F:19])[F:18])(=[O:16])=[O:15])[CH:11]=[CH:12][C:7]=1[C:5]1[N:6]=[C:2]([C:28]2[CH:27]=[CH:26][CH:25]=[C:24]([CH2:23][OH:34])[CH:29]=2)[S:3][CH:4]=1. The catalyst class is: 103. (3) Reactant: [Cl:1][C:2]1[CH:3]=[C:4]([CH:7]=[C:8]([O:10][C:11]2[C:16](=[O:17])[N:15]([CH2:18][C:19]3[N:20]=[N:21][C:22]([O:27][CH3:28])=[C:23]([CH:25]=[O:26])[CH:24]=3)[CH:14]=[N:13][C:12]=2[C:29]([F:32])([F:31])[F:30])[CH:9]=1)[C:5]#[N:6].[CH3:33][Mg+].[Br-]. Product: [Cl:1][C:2]1[CH:3]=[C:4]([CH:7]=[C:8]([O:10][C:11]2[C:16](=[O:17])[N:15]([CH2:18][C:19]3[N:20]=[N:21][C:22]([O:27][CH3:28])=[C:23]([CH:25]([OH:26])[CH3:33])[CH:24]=3)[CH:14]=[N:13][C:12]=2[C:29]([F:32])([F:30])[F:31])[CH:9]=1)[C:5]#[N:6]. The catalyst class is: 1.